From a dataset of Reaction yield outcomes from USPTO patents with 853,638 reactions. Predict the reaction yield, written as a fraction of the theoretical maximum amount of product (1.0 means a 100% yield; for example, 0.34 means a 34% yield). (1) The reactants are [CH3:1][O:2][C:3]([C@H:5]1[N:9]2[C:10](=[O:33])[C:11]([C:31]#[N:32])=[C:12]([CH2:20][C:21]3[C:30]4[C:25](=[CH:26][CH:27]=[CH:28][CH:29]=4)[CH:24]=[CH:23][CH:22]=3)[C:13]([C:14]3[CH:19]=[CH:18]C=CC=3)=[C:8]2[S:7][CH2:6]1)=[O:4].COC([C@H]1N2C(=O)C(Br)=C(CC3C4C(=CC=CC=4)C=CC=3)C(C3C=CC=CC=3)=C2SC1)=O.COC(C1N2C(=O)C(Br)=C(CC3C4C(=CC=CC=4)C=CC=3)C(C3CC3)=C2SC1)=O. No catalyst specified. The product is [CH3:1][O:2][C:3]([CH:5]1[N:9]2[C:10](=[O:33])[C:11]([C:31]#[N:32])=[C:12]([CH2:20][C:21]3[C:30]4[C:25](=[CH:26][CH:27]=[CH:28][CH:29]=4)[CH:24]=[CH:23][CH:22]=3)[C:13]([CH:14]3[CH2:18][CH2:19]3)=[C:8]2[S:7][CH2:6]1)=[O:4]. The yield is 0.880. (2) The reactants are [NH2:1][C:2]1[C:3]([CH3:28])=[C:4]([C:8]2[CH:16]=[CH:15][C:14]([C:17]([NH2:19])=[O:18])=[C:13]3[C:9]=2[CH:10]=[C:11]([C:20]2[CH2:25][CH2:24][C:23]([F:27])([F:26])[CH2:22][CH:21]=2)[NH:12]3)[CH:5]=[CH:6][CH:7]=1.CCN(C(C)C)C(C)C.[C:38](Cl)(=[O:41])[CH:39]=[CH2:40]. The catalyst is C(Cl)Cl. The product is [C:38]([NH:1][C:2]1[C:3]([CH3:28])=[C:4]([C:8]2[CH:16]=[CH:15][C:14]([C:17]([NH2:19])=[O:18])=[C:13]3[C:9]=2[CH:10]=[C:11]([C:20]2[CH2:25][CH2:24][C:23]([F:27])([F:26])[CH2:22][CH:21]=2)[NH:12]3)[CH:5]=[CH:6][CH:7]=1)(=[O:41])[CH:39]=[CH2:40]. The yield is 0.740.